Dataset: Full USPTO retrosynthesis dataset with 1.9M reactions from patents (1976-2016). Task: Predict the reactants needed to synthesize the given product. (1) Given the product [Cl:1][C:2]1[C:20]([Cl:21])=[CH:19][C:5]2[N:6]([C:9]3[S:13][C:12]([C:14]([O:16][CH3:17])=[O:15])=[C:11]([O:18][CH2:28][C:29]4[CH:36]=[CH:35][CH:34]=[CH:33][C:30]=4[CH3:31])[CH:10]=3)[CH:7]=[N:8][C:4]=2[CH:3]=1, predict the reactants needed to synthesize it. The reactants are: [Cl:1][C:2]1[C:20]([Cl:21])=[CH:19][C:5]2[N:6]([C:9]3[S:13][C:12]([C:14]([O:16][CH3:17])=[O:15])=[C:11]([OH:18])[CH:10]=3)[CH:7]=[N:8][C:4]=2[CH:3]=1.C(=O)([O-])[O-].[K+].[K+].[CH3:28][C:29]1[CH:36]=[CH:35][CH:34]=[CH:33][C:30]=1[CH2:31]Br.C(OCC)(=O)C. (2) Given the product [Cl:13][CH2:14][C:15]([C:4]1[CH:3]=[C:2]([F:1])[C:11]2[O:10][CH2:9][C:8](=[O:12])[NH:7][C:6]=2[CH:5]=1)=[O:16], predict the reactants needed to synthesize it. The reactants are: [F:1][C:2]1[C:11]2[O:10][CH2:9][C:8](=[O:12])[NH:7][C:6]=2[CH:5]=[CH:4][CH:3]=1.[Cl:13][CH2:14][C:15](Cl)=[O:16].[Cl-].[Cl-].[Cl-].[Al+3]. (3) Given the product [O:32]1[C:33]2[CH:39]=[CH:38][CH:37]=[CH:36][C:34]=2[CH:35]=[C:31]1[C:29]([NH:28][CH2:27][CH2:26][CH2:25][O:24][C:19]1[CH:18]=[CH:17][C:16]([S:13]([N:11]([CH3:12])[C:4]2[C:3]([CH3:23])=[CH:2][CH:10]=[CH:9][C:5]=2[C:6]([OH:8])=[O:7])(=[O:15])=[O:14])=[CH:21][CH:20]=1)=[O:30], predict the reactants needed to synthesize it. The reactants are: C[C:2]1[CH:10]=[CH:9][C:5]([C:6]([OH:8])=[O:7])=[C:4]([N:11]([S:13]([C:16]2[CH:21]=[CH:20][C:19](F)=[CH:18][CH:17]=2)(=[O:15])=[O:14])[CH3:12])[C:3]=1[CH3:23].[OH:24][CH2:25][CH2:26][CH2:27][NH:28][C:29]([C:31]1[O:32][C:33]2[CH:39]=[CH:38][CH:37]=[CH:36][C:34]=2[CH:35]=1)=[O:30]. (4) Given the product [Br:11][C:8]1[CH:7]=[C:3]2[C:2](=[CH:10][CH:9]=1)[NH:1][C:22]1([CH2:23][CH2:24][NH:19][CH2:20][CH2:21]1)[NH:6][C:4]2=[O:5], predict the reactants needed to synthesize it. The reactants are: [NH2:1][C:2]1[CH:10]=[CH:9][C:8]([Br:11])=[CH:7][C:3]=1[C:4]([NH2:6])=[O:5].C([N:19]1[CH2:24][CH2:23][C:22](=O)[CH2:21][CH2:20]1)(OC(C)(C)C)=O.S(=O)(=O)(O)O. (5) Given the product [ClH:25].[NH:8]1[CH2:11][CH2:10][C@H:9]1[CH2:12][NH:13][C:14]([C:16]1[CH:17]=[CH:18][CH:19]=[C:20]2[O:24][CH:23]=[CH:22][C:21]=12)=[O:15], predict the reactants needed to synthesize it. The reactants are: C(OC([N:8]1[CH2:11][CH2:10][C@H:9]1[CH2:12][NH:13][C:14]([C:16]1[CH:17]=[CH:18][CH:19]=[C:20]2[O:24][CH:23]=[CH:22][C:21]=12)=[O:15])=O)(C)(C)C.[ClH:25]. (6) Given the product [C:1]([Si:5]([CH3:21])([CH3:20])[O:6][CH2:7][CH:8]([C:11]([CH3:19])([CH3:18])[O:12][SiH2:13][C:14]([CH3:17])([CH3:16])[CH3:15])[CH2:9][O:10][S:29]([CH3:32])(=[O:31])=[O:30])([CH3:4])([CH3:3])[CH3:2], predict the reactants needed to synthesize it. The reactants are: [C:1]([Si:5]([CH3:21])([CH3:20])[O:6][CH2:7][CH:8]([C:11]([CH3:19])([CH3:18])[O:12][SiH2:13][C:14]([CH3:17])([CH3:16])[CH3:15])[CH2:9][OH:10])([CH3:4])([CH3:3])[CH3:2].C(N(CC)CC)C.[S:29](Cl)([CH3:32])(=[O:31])=[O:30].